From a dataset of Full USPTO retrosynthesis dataset with 1.9M reactions from patents (1976-2016). Predict the reactants needed to synthesize the given product. (1) Given the product [CH3:1][C:2]1[S:6][C:5]([C:7]2[CH:12]=[CH:11][CH:10]=[C:9]([C:13]([F:16])([F:15])[F:14])[CH:8]=2)=[N:4][C:3]=1[CH2:17][OH:18], predict the reactants needed to synthesize it. The reactants are: [CH3:1][C:2]1[S:6][C:5]([C:7]2[CH:12]=[CH:11][CH:10]=[C:9]([C:13]([F:16])([F:15])[F:14])[CH:8]=2)=[N:4][C:3]=1[C:17](O)=[O:18].B.O1CCCC1.Cl. (2) Given the product [OH:1][C@H:2]([C:13]1[C:14]([CH3:23])=[C:15]2[C:19](=[CH:20][CH:21]=1)[C:18](=[O:22])[O:17][CH2:16]2)[CH2:3][N:4]1[CH2:9][CH2:8][CH:7]([C:10]([NH:31][C:29]2[S:28][N:27]=[C:26]([O:25][CH3:24])[N:30]=2)=[O:12])[CH2:6][CH2:5]1, predict the reactants needed to synthesize it. The reactants are: [OH:1][C@H:2]([C:13]1[C:14]([CH3:23])=[C:15]2[C:19](=[CH:20][CH:21]=1)[C:18](=[O:22])[O:17][CH2:16]2)[CH2:3][N:4]1[CH2:9][CH2:8][CH:7]([C:10]([OH:12])=O)[CH2:6][CH2:5]1.[CH3:24][O:25][C:26]1[N:30]=[C:29]([NH2:31])[S:28][N:27]=1.CN(C(ON1N=NC2C=CC=NC1=2)=[N+](C)C)C.F[P-](F)(F)(F)(F)F.C(N(CC)CC)C. (3) The reactants are: C(O[C:9](=[O:34])[C@@H:10]([NH:26][C:27]([O:29][C:30]([CH3:33])([CH3:32])[CH3:31])=[O:28])[CH2:11][C:12]1[C:20]2[C:15](=[CH:16][CH:17]=[CH:18][CH:19]=2)[N:14]([CH2:21][CH2:22][CH:23]([CH3:25])[CH3:24])[CH:13]=1)C1C=CC=CC=1.CCN=C=NCCCN(C)C.Cl.[C:47]([O:66][NH2:67])(C1C=CC=CC=1)(C1C=CC=CC=1)[C:48]1[CH:53]=[CH:52][CH:51]=[CH:50][CH:49]=1. Given the product [C:30]([O:29][C:27]([NH:26][C@@H:10]([CH2:11][C:12]1[C:20]2[C:15](=[CH:16][CH:17]=[CH:18][CH:19]=2)[N:14]([CH2:21][CH2:22][CH:23]([CH3:24])[CH3:25])[CH:13]=1)[C:9]([NH:67][O:66][CH2:47][C:48]1[CH:53]=[CH:52][CH:51]=[CH:50][CH:49]=1)=[O:34])=[O:28])([CH3:33])([CH3:32])[CH3:31], predict the reactants needed to synthesize it. (4) Given the product [C:12]([CH2:14][C:15]([N:1]1[CH2:2][CH:3]([C:5]([O:7][C:8]([CH3:11])([CH3:10])[CH3:9])=[O:6])[CH2:4]1)=[NH:19])#[N:13], predict the reactants needed to synthesize it. The reactants are: [NH:1]1[CH2:4][CH:3]([C:5]([O:7][C:8]([CH3:11])([CH3:10])[CH3:9])=[O:6])[CH2:2]1.[C:12]([CH2:14][C:15](=[NH:19])OCC)#[N:13]. (5) Given the product [CH3:18][O:19][C:20]1[CH:32]=[CH:31][C:23]([CH2:24][N:25]2[C:3]3[N:2]=[CH:4][C:5]4[CH2:14][CH2:13][C:12]5[N:11]=[C:10]([NH:15][CH3:16])[N:9]=[CH:8][C:7]=5[C:6]=4[C:28]=3[CH:27]=[N:26]2)=[CH:22][CH:21]=1, predict the reactants needed to synthesize it. The reactants are: C[N:2](/[CH:4]=[C:5]1/[C:6](=O)[C:7]2[CH:8]=[N:9][C:10]([NH:15][CH3:16])=[N:11][C:12]=2[CH2:13][CH2:14]/1)[CH3:3].[CH3:18][O:19][C:20]1[CH:32]=[CH:31][C:23]([CH2:24][N:25]2C(N)=[CH:28][CH:27]=[N:26]2)=[CH:22][CH:21]=1. (6) Given the product [Cl:8][C:5]1[N:6]=[CH:7][C:2]2[CH:41]=[C:42]([CH:43]([O:47][CH2:48][CH3:49])[O:44][CH2:45][CH3:46])[N:9]([CH:10]([CH:20]([CH3:22])[CH3:21])[CH2:11][NH:12][C:13](=[O:19])[O:14][C:15]([CH3:18])([CH3:17])[CH3:16])[C:3]=2[N:4]=1, predict the reactants needed to synthesize it. The reactants are: Br[C:2]1[C:3]([NH:9][CH:10]([CH:20]([CH3:22])[CH3:21])[CH2:11][NH:12][C:13](=[O:19])[O:14][C:15]([CH3:18])([CH3:17])[CH3:16])=[N:4][C:5]([Cl:8])=[N:6][CH:7]=1.ClC1N=C(NCCNC(=O)OC(C)(C)C)C([C:41]#[C:42][CH:43]([O:47][CH2:48][CH3:49])[O:44][CH2:45][CH3:46])=CN=1.CCCC[N+](CCCC)(CCCC)CCCC.[F-].ClC1N=CC2C=C(C(OCC)OCC)N(CCNC(=O)OC(C)(C)C)C=2N=1.